This data is from Forward reaction prediction with 1.9M reactions from USPTO patents (1976-2016). The task is: Predict the product of the given reaction. (1) The product is: [CH2:14]([O:13][CH2:12][CH2:11][CH2:10][O:6][CH2:5][CH2:4][CH2:3][CH2:2][CH2:1][OH:7])[CH2:15][CH2:16][CH2:17][CH2:18][CH3:19]. Given the reactants [CH2:1]([OH:7])[CH2:2][CH2:3][CH2:4][CH2:5][OH:6].[K].I[CH2:10][CH2:11][CH2:12][O:13][CH2:14][CH2:15][CH2:16][CH2:17][CH2:18][CH3:19].[I-].[H-].[Na+].Cl, predict the reaction product. (2) The product is: [OH:25][CH2:26][CH:27]([NH:30][S:31]([C:34]1[S:35][C:36]([C:2]#[C:1][C:3]2[CH:4]=[N:5][N:6]3[C:11]([CH:12]([F:14])[F:13])=[CH:10][C:9]([C:15]4[CH:20]=[CH:19][CH:18]=[C:17]([C:21]([F:23])([F:24])[F:22])[CH:16]=4)=[N:8][C:7]=23)=[CH:37][CH:38]=1)(=[O:33])=[O:32])[CH2:28][OH:29]. Given the reactants [C:1]([C:3]1[CH:4]=[N:5][N:6]2[C:11]([CH:12]([F:14])[F:13])=[CH:10][C:9]([C:15]3[CH:20]=[CH:19][CH:18]=[C:17]([C:21]([F:24])([F:23])[F:22])[CH:16]=3)=[N:8][C:7]=12)#[CH:2].[OH:25][CH2:26][CH:27]([NH:30][S:31]([C:34]1[S:35][C:36](Br)=[CH:37][CH:38]=1)(=[O:33])=[O:32])[CH2:28][OH:29], predict the reaction product. (3) Given the reactants C[O:2][C:3]1[CH:8]=[CH:7][C:6]([CH:9]2[CH2:14][CH2:13][N:12]([CH2:15][CH2:16][CH2:17][C:18]3[NH:27][C:26](=[O:28])[C:25]4[C:20](=[CH:21][CH:22]=[CH:23][CH:24]=4)[N:19]=3)[CH2:11][CH2:10]2)=[CH:5][CH:4]=1, predict the reaction product. The product is: [OH:2][C:3]1[CH:8]=[CH:7][C:6]([CH:9]2[CH2:14][CH2:13][N:12]([CH2:15][CH2:16][CH2:17][C:18]3[NH:27][C:26](=[O:28])[C:25]4[C:20](=[CH:21][CH:22]=[CH:23][CH:24]=4)[N:19]=3)[CH2:11][CH2:10]2)=[CH:5][CH:4]=1. (4) Given the reactants [CH3:1][C:2]([CH3:18])=[CH:3][CH2:4][C:5]1[C:15](=[O:16])[C:14]2[CH:13]=[CH:12][CH:11]=[CH:10][C:9]=2[C:7](=[O:8])[C:6]=1[OH:17], predict the reaction product. The product is: [CH3:1][C:2]1([CH3:18])[O:16][C:15]2[C:14]3[CH:13]=[CH:12][CH:11]=[CH:10][C:9]=3[C:7]([C:6](=[O:17])[C:5]=2[CH2:4][CH2:3]1)=[O:8]. (5) Given the reactants B(Br)(Br)Br.[Cl:5][C:6]1[CH:11]=[CH:10][C:9]([CH:12]2[C:19]3[C:18]([CH2:20][O:21]C)=[N:17][N:16]([CH:23]4[CH2:25][CH2:24]4)[C:15]=3[C:14](=[O:26])[N:13]2[C:27]2[CH:28]=[C:29]([CH3:37])[C:30]3[N:31]([C:33]([CH3:36])=[N:34][N:35]=3)[CH:32]=2)=[CH:8][CH:7]=1, predict the reaction product. The product is: [Cl:5][C:6]1[CH:7]=[CH:8][C:9]([CH:12]2[C:19]3[C:18]([CH2:20][OH:21])=[N:17][N:16]([CH:23]4[CH2:24][CH2:25]4)[C:15]=3[C:14](=[O:26])[N:13]2[C:27]2[CH:28]=[C:29]([CH3:37])[C:30]3[N:31]([C:33]([CH3:36])=[N:34][N:35]=3)[CH:32]=2)=[CH:10][CH:11]=1.